Predict the reaction yield, written as a fraction of the theoretical maximum amount of product (1.0 means a 100% yield; for example, 0.34 means a 34% yield). From a dataset of Reaction yield outcomes from USPTO patents with 853,638 reactions. (1) The reactants are Br[C:2]1[CH:7]=[CH:6][CH:5]=[C:4]([F:8])[CH:3]=1.[F:9][C:10]1[CH:11]=[C:12]([CH:15]=[CH:16][C:17]=1[O:18][CH3:19])[CH:13]=[O:14]. The catalyst is C1COCC1. The product is [F:9][C:10]1[CH:11]=[C:12]([CH:15]=[CH:16][C:17]=1[O:18][CH3:19])[CH:13]([OH:14])[C:2]1[CH:7]=[CH:6][CH:5]=[C:4]([F:8])[CH:3]=1. The yield is 0.944. (2) The catalyst is C1COCC1.CO.[Pd]. The reactants are [CH3:1][N:2]1[CH:7]2[CH2:8][O:9][CH2:10][CH:3]1[CH2:4][N:5]([C:11]1[CH:12]=[N:13][C:14]([N+:17]([O-])=O)=[CH:15][CH:16]=1)[CH2:6]2.[H][H]. The product is [CH3:1][N:2]1[CH:7]2[CH2:8][O:9][CH2:10][CH:3]1[CH2:4][N:5]([C:11]1[CH:16]=[CH:15][C:14]([NH2:17])=[N:13][CH:12]=1)[CH2:6]2. The yield is 0.900. (3) The reactants are [CH3:1][C:2]1[C:20]([CH3:21])=[CH:19][C:5]2[N:6]([CH2:9][C:10]3[CH:15]=[CH:14][C:13]([N+:16]([O-])=O)=[CH:12][CH:11]=3)[CH:7]=[N:8][C:4]=2[CH:3]=1.C(O)C. The catalyst is [C].[Pd].O1CCCC1. The yield is 0.840. The product is [NH2:16][C:13]1[CH:14]=[CH:15][C:10]([CH2:9][N:6]2[C:5]3[CH:19]=[C:20]([CH3:21])[C:2]([CH3:1])=[CH:3][C:4]=3[N:8]=[CH:7]2)=[CH:11][CH:12]=1. (4) The reactants are C(O)(C(F)(F)F)=O.C(OC(=O)[NH:14][C@@H:15]([CH2:42][C:43]1[CH:48]=[CH:47][C:46]([Cl:49])=[CH:45][CH:44]=1)[C:16]([N:18]1[CH2:23][CH2:22][N:21]([C:24]2[C:25]3[N:34]=[C:33]([C:35]4[CH:40]=[CH:39][C:38]([F:41])=[CH:37][CH:36]=4)[CH:32]=[CH:31][C:26]=3[N:27]=[C:28]([NH2:30])[N:29]=2)[CH2:20][CH2:19]1)=[O:17])(C)(C)C. No catalyst specified. The product is [NH2:30][C:28]1[N:29]=[C:24]([N:21]2[CH2:20][CH2:19][N:18]([C:16](=[O:17])[C@@H:15]([NH2:14])[CH2:42][C:43]3[CH:48]=[CH:47][C:46]([Cl:49])=[CH:45][CH:44]=3)[CH2:23][CH2:22]2)[C:25]2[N:34]=[C:33]([C:35]3[CH:36]=[CH:37][C:38]([F:41])=[CH:39][CH:40]=3)[CH:32]=[CH:31][C:26]=2[N:27]=1. The yield is 0.360. (5) The yield is 0.620. The catalyst is FC(F)(F)C(O)=O. The product is [F:1][C:2]1[CH:3]=[C:4]([NH:10][C:11]2[C:16]([C:17]3[N:22]=[C:21]([CH3:23])[N:20]=[C:19]([NH2:24])[N:18]=3)=[CH:15][C:14]([CH:43]([N:45]3[CH2:46][CH2:47][N:48]([S:51]([CH3:54])(=[O:53])=[O:52])[CH2:49][CH2:50]3)[CH3:44])=[CH:13][N:12]=2)[CH:5]=[N:6][C:7]=1[O:8][CH3:9]. The reactants are [F:1][C:2]1[CH:3]=[C:4]([NH:10][C:11]2[C:16]([C:17]3[N:22]=[C:21]([CH3:23])[N:20]=[C:19]([N:24](CC4C=CC(OC)=CC=4)CC4C=CC(OC)=CC=4)[N:18]=3)=[CH:15][C:14]([CH:43]([N:45]3[CH2:50][CH2:49][N:48]([S:51]([CH3:54])(=[O:53])=[O:52])[CH2:47][CH2:46]3)[CH3:44])=[CH:13][N:12]=2)[CH:5]=[N:6][C:7]=1[O:8][CH3:9]. (6) The reactants are [F:1][C:2]1[CH:7]=[CH:6][CH:5]=[C:4]([F:8])[C:3]=1[N:9]1[C:14]2[N:15]=[C:16]([NH:29][CH2:30][CH2:31][N:32]([CH3:34])[CH3:33])[N:17]=[C:18]([C:19]3[CH:20]=[C:21]([CH:25]=[CH:26][C:27]=3[CH3:28])[C:22]([OH:24])=O)[C:13]=2[CH2:12][NH:11][C:10]1=[O:35].[CH3:36][C:37]([CH3:41])([CH3:40])[CH2:38][NH2:39].CN(C(ON1N=NC2C=CC=CC1=2)=[N+](C)C)C.F[P-](F)(F)(F)(F)F.C(N(CC)CC)C. The catalyst is ClCCl.CN(C=O)C. The product is [F:1][C:2]1[CH:7]=[CH:6][CH:5]=[C:4]([F:8])[C:3]=1[N:9]1[C:14]2[N:15]=[C:16]([NH:29][CH2:30][CH2:31][N:32]([CH3:34])[CH3:33])[N:17]=[C:18]([C:19]3[CH:20]=[C:21]([CH:25]=[CH:26][C:27]=3[CH3:28])[C:22]([NH:39][CH2:38][C:37]([CH3:41])([CH3:40])[CH3:36])=[O:24])[C:13]=2[CH2:12][NH:11][C:10]1=[O:35]. The yield is 0.440.